Task: Predict the reactants needed to synthesize the given product.. Dataset: Full USPTO retrosynthesis dataset with 1.9M reactions from patents (1976-2016) Given the product [Cl:1][C:2]1[CH:7]=[CH:6][CH:5]=[CH:4][C:3]=1[C:8]1[C:9]([C:11]2[S:24][C:14]3[C:15]4[CH:23]=[CH:22][CH:21]=[CH:20][C:16]=4[O:17][CH2:18][CH2:19][C:13]=3[CH:12]=2)=[N:38][C:37]([NH2:39])=[N:36][CH:25]=1, predict the reactants needed to synthesize it. The reactants are: [Cl:1][C:2]1[CH:7]=[CH:6][CH:5]=[CH:4][C:3]=1[C:8](=[CH:25]N(C)C)[C:9]([C:11]1[S:24][C:14]2[C:15]3[CH:23]=[CH:22][CH:21]=[CH:20][C:16]=3[O:17][CH2:18][CH2:19][C:13]=2[CH:12]=1)=O.C(=O)([O-])[O-].[K+].[K+].Cl.[NH2:36][C:37]([NH2:39])=[NH:38].